From a dataset of Forward reaction prediction with 1.9M reactions from USPTO patents (1976-2016). Predict the product of the given reaction. (1) Given the reactants Cl[C:2]1[C:3]2[C:4](=[CH:13][N:14](CC3C=CC(OC)=CC=3)[N:15]=2)[N:5]=[C:6]([C:8]2[CH:12]=[CH:11][S:10][CH:9]=2)[N:7]=1.[CH3:25][N:26]1[CH2:31][CH2:30][N:29]([C:32]2[N:37]=[CH:36][C:35]([NH2:38])=[CH:34][CH:33]=2)[CH2:28][CH2:27]1.Cl, predict the reaction product. The product is: [CH3:25][N:26]1[CH2:31][CH2:30][N:29]([C:32]2[N:37]=[CH:36][C:35]([NH:38][C:2]3[C:3]4[NH:15][N:14]=[CH:13][C:4]=4[N:5]=[C:6]([C:8]4[CH:12]=[CH:11][S:10][CH:9]=4)[N:7]=3)=[CH:34][CH:33]=2)[CH2:28][CH2:27]1. (2) Given the reactants [F:1][C:2]([F:14])([F:13])[C:3]1[CH:8]=[CH:7][CH:6]=[CH:5][C:4]=1[S:9](Cl)(=[O:11])=[O:10].[CH3:15][NH:16][CH2:17][CH2:18][C:19]#[N:20], predict the reaction product. The product is: [C:19]([CH2:18][CH2:17][N:16]([CH3:15])[S:9]([C:4]1[CH:5]=[CH:6][CH:7]=[CH:8][C:3]=1[C:2]([F:14])([F:13])[F:1])(=[O:11])=[O:10])#[N:20]. (3) Given the reactants [F:1][C:2]1[CH:30]=[CH:29][C:5]2[N:6]=[C:7]([NH:9][C@H:10]3[CH2:14][CH2:13][CH2:12][C@@H:11]3[NH:15]C(=O)C3C=CC=CC=3N3C=CC=N3)[S:8][C:4]=2[CH:3]=1.[F:31][C:32]1[CH:33]=[CH:34][C:35]([O:41][CH3:42])=[C:36]([CH:40]=1)[C:37]([OH:39])=O.Cl.FC1C=CC2N=C(N[C@H]3CCC[C@@H]3N)SC=2C=1, predict the reaction product. The product is: [F:31][C:32]1[CH:33]=[CH:34][C:35]([O:41][CH3:42])=[C:36]([CH:40]=1)[C:37]([NH:15][C@H:11]1[CH2:12][CH2:13][CH2:14][C@@H:10]1[NH:9][C:7]1[S:8][C:4]2[CH:3]=[C:2]([F:1])[CH:30]=[CH:29][C:5]=2[N:6]=1)=[O:39]. (4) Given the reactants [O:1](C)[S:2]([C:5]([F:8])([F:7])[F:6])(=[O:4])=[O:3].[C:10](N1C=CN=C1)([N:12]1[CH:16]=[CH:15][N:14]=[CH:13]1)=[O:11].[Br:22][C:23]([Br:27])([Br:26])[CH2:24][OH:25].[C@@H]1([N:36]2[CH:44]=[C:42](C)C(=O)[NH:39][C:37]2=O)O[C@H](CO)[C@@H]([OH:31])C1, predict the reaction product. The product is: [O-:4][S:2]([C:5]([F:8])([F:7])[F:6])(=[O:3])=[O:1].[NH+:12]1[CH:16]=[CH:15][NH:14][CH:13]=1.[Br:22][C:23]([Br:27])([Br:26])[CH2:24][O:25][C:10](=[O:11])[O-:31].[NH+:39]1[CH:42]=[CH:44][NH:36][CH:37]=1. (5) Given the reactants [C:1]([C:4]1[CH:9]=[CH:8][C:7](B(O)O)=[CH:6][CH:5]=1)([OH:3])=[O:2].Br[C:14]1[CH:19]=[CH:18][C:17]([O:20][CH:21]([F:23])[F:22])=[CH:16][N:15]=1, predict the reaction product. The product is: [F:22][CH:21]([F:23])[O:20][C:17]1[CH:18]=[CH:19][C:14]([C:7]2[CH:8]=[CH:9][C:4]([C:1]([OH:3])=[O:2])=[CH:5][CH:6]=2)=[N:15][CH:16]=1. (6) Given the reactants [CH:1]1([C:4]2[NH:5][C:6]3[C:11]([CH:12]=2)=[C:10]([C:13]([F:16])([F:15])[F:14])[C:9]([C:17]#[N:18])=[CH:8][CH:7]=3)[CH2:3][CH2:2]1.Cl[CH2:20][C:21]1[N:22]=[C:23]([C:26]2[CH:31]=[CH:30][C:29]([Cl:32])=[CH:28][CH:27]=2)[S:24][CH:25]=1, predict the reaction product. The product is: [Cl:32][C:29]1[CH:28]=[CH:27][C:26]([C:23]2[S:24][CH:25]=[C:21]([CH2:20][N:5]3[C:6]4[C:11](=[C:10]([C:13]([F:14])([F:15])[F:16])[C:9]([C:17]#[N:18])=[CH:8][CH:7]=4)[CH:12]=[C:4]3[CH:1]3[CH2:2][CH2:3]3)[N:22]=2)=[CH:31][CH:30]=1. (7) Given the reactants [BH4-].[Na+].CO.[CH3:5][O:6][C:7](=[O:32])[CH2:8][CH2:9][CH2:10][CH:11]=[CH:12][CH2:13][N:14]1[C@@H:19](/[CH:20]=[CH:21]/[C:22](=[O:30])[CH2:23][C:24]2[CH:29]=[CH:28][CH:27]=[CH:26][CH:25]=2)[CH2:18][CH2:17][CH2:16][C:15]1=[O:31], predict the reaction product. The product is: [CH3:5][O:6][C:7](=[O:32])[CH2:8][CH2:9][CH2:10][CH:11]=[CH:12][CH2:13][N:14]1[C:15](=[O:31])[CH2:16][CH2:17][CH2:18][C@@H:19]1/[CH:20]=[CH:21]/[CH:22]([OH:30])[CH2:23][C:24]1[CH:29]=[CH:28][CH:27]=[CH:26][CH:25]=1. (8) Given the reactants [CH2:1]([O:3][C:4]([C:6]1[C:7](=[O:27])[C:8]2[CH:13]=[N:12][C:11](SC)=[N:10][C:9]=2[N:16]([C:18]2[CH:19]=[C:20]3[C:24](=[CH:25][CH:26]=2)[CH2:23][CH2:22][CH2:21]3)[CH:17]=1)=[O:5])[CH3:2].Cl[C:29]1C=C(C=CC=1)C(OO)=O.[S:39]([O-:43])([O-])(=[O:41])=S.[Na+].[Na+].C(=O)(O)[O-].[Na+], predict the reaction product. The product is: [CH2:1]([O:3][C:4]([C:6]1[C:7](=[O:27])[C:8]2[CH:13]=[N:12][C:11]([S:39]([CH3:29])(=[O:43])=[O:41])=[N:10][C:9]=2[N:16]([C:18]2[CH:19]=[C:20]3[C:24](=[CH:25][CH:26]=2)[CH2:23][CH2:22][CH2:21]3)[CH:17]=1)=[O:5])[CH3:2]. (9) Given the reactants Cl[C:2]1[C:3]2[S:10][CH:9]=[CH:8][C:4]=2[N:5]=[CH:6][N:7]=1.[CH2:11]([NH2:18])[C:12]1[CH:17]=[CH:16][CH:15]=[CH:14][CH:13]=1, predict the reaction product. The product is: [CH2:11]([NH:18][C:2]1[C:3]2[S:10][CH:9]=[CH:8][C:4]=2[N:5]=[CH:6][N:7]=1)[C:12]1[CH:17]=[CH:16][CH:15]=[CH:14][CH:13]=1. (10) Given the reactants C[O:2][C:3](=O)[C:4]([N:6]([CH:16]1[CH2:18][CH2:17]1)[C:7]1[CH:12]=[CH:11][CH:10]=[CH:9][C:8]=1[N+:13]([O-])=[O:14])=[O:5], predict the reaction product. The product is: [CH:16]1([N:6]2[C:7]3[C:8](=[CH:9][CH:10]=[CH:11][CH:12]=3)[N:13]([OH:14])[C:3](=[O:2])[C:4]2=[O:5])[CH2:18][CH2:17]1.